The task is: Predict the reactants needed to synthesize the given product.. This data is from Full USPTO retrosynthesis dataset with 1.9M reactions from patents (1976-2016). (1) The reactants are: C([O:4][C@H:5]1[C@H:10]([O:11]C(=O)C)[C@@H:9]([O:15]C(=O)C)[C@H:8]([C:19]2[CH:24]=[CH:23][C:22]([Cl:25])=[C:21]([CH2:26][C:27]3[N:28]=[N:29][C:30]([O:33][CH2:34][CH3:35])=[CH:31][CH:32]=3)[CH:20]=2)[O:7][C@H:6]1[CH2:36][O:37]C(=O)C)(=O)C.C[O-].[Na+]. Given the product [Cl:25][C:22]1[CH:23]=[CH:24][C:19]([C@H:8]2[C@H:9]([OH:15])[C@@H:10]([OH:11])[C@H:5]([OH:4])[C@@H:6]([CH2:36][OH:37])[O:7]2)=[CH:20][C:21]=1[CH2:26][C:27]1[N:28]=[N:29][C:30]([O:33][CH2:34][CH3:35])=[CH:31][CH:32]=1, predict the reactants needed to synthesize it. (2) Given the product [N:58]1([C:55]2[CH:56]=[CH:57][C:52]([NH:51][C:20]([N:22]3[CH2:23][CH2:24][CH:25]([C:28]4[C:37]5[C:32](=[CH:33][C:34]([O:8][CH2:7][CH:4]6[CH2:5][CH2:6][O:1][CH2:2][CH2:3]6)=[CH:35][CH:36]=5)[N:31]=[CH:30][N:29]=4)[CH2:26][CH2:27]3)=[O:21])=[CH:53][CH:54]=2)[CH2:59][CH2:60][CH2:61][CH2:62]1, predict the reactants needed to synthesize it. The reactants are: [O:1]1[CH2:6][CH2:5][CH:4]([CH2:7][OH:8])[CH2:3][CH2:2]1.CC([O-])(C)C.[K+].C(O[C:20]([N:22]1[CH2:27][CH2:26][CH:25]([C:28]2[C:37]3[C:32](=[CH:33][C:34](F)=[CH:35][CH:36]=3)[N:31]=[CH:30][N:29]=2)[CH2:24][CH2:23]1)=[O:21])(C)(C)C.Cl.[N+](C1C=CC(OC(=O)[NH:51][C:52]2[CH:57]=[CH:56][C:55]([N:58]3[CH2:62][CH2:61][CH2:60][CH2:59]3)=[CH:54][CH:53]=2)=CC=1)([O-])=O. (3) Given the product [Br-:18].[NH2:14][C:13]1[C:8]([C:6]([NH:5][CH2:4][CH2:3][N+:2]([CH2:19][CH2:20][CH2:21][C:22]2[CH:23]=[CH:24][C:25]([O:28][CH3:29])=[CH:26][CH:27]=2)([CH3:17])[CH3:1])=[O:7])=[N:9][C:10]([Cl:16])=[C:11]([NH2:15])[N:12]=1, predict the reactants needed to synthesize it. The reactants are: [CH3:1][N:2]([CH3:17])[CH2:3][CH2:4][NH:5][C:6]([C:8]1[C:13]([NH2:14])=[N:12][C:11]([NH2:15])=[C:10]([Cl:16])[N:9]=1)=[O:7].[Br:18][CH2:19][CH2:20][CH2:21][C:22]1[CH:27]=[CH:26][C:25]([O:28][CH3:29])=[CH:24][CH:23]=1.